Dataset: hERG potassium channel inhibition data for cardiac toxicity prediction from Karim et al.. Task: Regression/Classification. Given a drug SMILES string, predict its toxicity properties. Task type varies by dataset: regression for continuous values (e.g., LD50, hERG inhibition percentage) or binary classification for toxic/non-toxic outcomes (e.g., AMES mutagenicity, cardiotoxicity, hepatotoxicity). Dataset: herg_karim. (1) The drug is Cc1c(C#N)cccc1[C@@H]1CN2CCN(C(=O)Cc3ccc(-n4cnnn4)nc3)C[C@@H]2CO1. The result is 0 (non-blocker). (2) The drug is Clc1ccc([C@@]23CCCC[C@@H]2CNC3)cc1Cl. The result is 1 (blocker). (3) The drug is COc1ccc2c(=O)n(CC(O)CO)c(C#N)c(-c3cccc(C(F)(F)F)c3)c2c1. The result is 0 (non-blocker). (4) The drug is OC(COc1ccc(F)cc1)CN1CCN(Cc2ccc(Cl)c(Cl)c2)CC1. The result is 1 (blocker). (5) The compound is CCC(=O)c1cc(-c2ccc(Cl)cc2)n(-c2ccc(S(N)(=O)=O)cc2)c1C. The result is 0 (non-blocker). (6) The molecule is O=C(NCC1(N2CCOCC2)CCCCC1)N1CCC(c2nc(-c3ccc4ccccc4n3)no2)CC1. The result is 1 (blocker). (7) The drug is c1ccc(-c2cccc3nc(-c4cccnc4)nc(NCc4ccccn4)c23)cc1. The result is 0 (non-blocker). (8) The compound is COCCCc1cc(CN(C(=O)C2CNCCC2c2ccn(C)c(=O)c2)C2CC2)cc(-c2ccccc2)c1. The result is 1 (blocker).